This data is from Full USPTO retrosynthesis dataset with 1.9M reactions from patents (1976-2016). The task is: Predict the reactants needed to synthesize the given product. (1) The reactants are: [CH3:1][O:2][C:3]1[C:11]([O:12][CH3:13])=[CH:10][CH:9]=[C:8]2[C:4]=1[CH:5]=[C:6]([C:14](O)=[O:15])[NH:7]2.[H-].[Al+3].[Li+].[H-].[H-].[H-]. Given the product [CH3:1][O:2][C:3]1[C:11]([O:12][CH3:13])=[CH:10][CH:9]=[C:8]2[C:4]=1[CH:5]=[C:6]([CH2:14][OH:15])[NH:7]2, predict the reactants needed to synthesize it. (2) Given the product [C:25]([C:28]1[N:33]=[C:32]([C:34]2[CH:35]=[CH:36][C:37]([C:40]3[CH:45]=[CH:44][C:43]([CH2:46][C:16]([N:18]([C:19]([CH3:20])([CH3:21])[C:3]([O:5][CH2:6][C:7]4[CH:12]=[CH:11][CH:10]=[CH:9][CH:8]=4)=[O:4])[CH3:22])=[O:74])=[CH:42][C:41]=3[Cl:50])=[CH:38][CH:39]=2)[C:31]([CH3:51])=[N:30][C:29]=1[CH3:52])(=[O:27])[NH2:26], predict the reactants needed to synthesize it. The reactants are: CC(NC)(C)[C:3]([O:5][CH2:6][C:7]1[CH:12]=[CH:11][CH:10]=[CH:9][CH:8]=1)=[O:4].[CH2:16]([N:18]([CH:22](C)C)[CH:19]([CH3:21])[CH3:20])C.[C:25]([C:28]1[N:33]=[C:32]([C:34]2[CH:39]=[CH:38][C:37]([C:40]3[CH:45]=[CH:44][C:43]([CH2:46]C(O)=O)=[CH:42][C:41]=3[Cl:50])=[CH:36][CH:35]=2)[C:31]([CH3:51])=[N:30][C:29]=1[CH3:52])(=[O:27])[NH2:26].Cl.CN(C)CCCN=C=NCC.N1([OH:74])C2C=CC=CC=2N=N1.